From a dataset of Forward reaction prediction with 1.9M reactions from USPTO patents (1976-2016). Predict the product of the given reaction. (1) Given the reactants C1C(=O)N([Br:8])C(=O)C1.[CH3:9][C:10]1[CH:11]=[CH:12][C:13]([C:16]([O:18][CH3:19])=[O:17])=[N:14][CH:15]=1, predict the reaction product. The product is: [Br:8][CH2:9][C:10]1[CH:11]=[CH:12][C:13]([C:16]([O:18][CH3:19])=[O:17])=[N:14][CH:15]=1. (2) Given the reactants C(OC([N:8]1[CH2:13][CH2:12][N:11]([C:14]2[N:19]=[CH:18][C:17]([C:20]3[NH:21][C:22](=[O:32])[C:23]4[C:28]([CH:29]=3)=[C:27]([O:30][CH3:31])[CH:26]=[CH:25][CH:24]=4)=[CH:16][N:15]=2)[CH2:10][CH2:9]1)=O)(C)(C)C.Cl.O1CCOCC1, predict the reaction product. The product is: [CH3:31][O:30][C:27]1[CH:26]=[CH:25][CH:24]=[C:23]2[C:28]=1[CH:29]=[C:20]([C:17]1[CH:16]=[N:15][C:14]([N:11]3[CH2:12][CH2:13][NH:8][CH2:9][CH2:10]3)=[N:19][CH:18]=1)[NH:21][C:22]2=[O:32].